The task is: Predict the reactants needed to synthesize the given product.. This data is from Full USPTO retrosynthesis dataset with 1.9M reactions from patents (1976-2016). The reactants are: S([O-])([O-])=O.[Na+].[Na+].[C:7](=O)(O)[O-].[Na+].[CH3:12][O:13][C:14](=[O:29])[C:15]1[CH:24]=[C:23]([S:25](Cl)(=[O:27])=[O:26])[CH:22]=[C:17]([C:18]([O:20][CH3:21])=[O:19])[CH:16]=1.IC. Given the product [CH3:12][O:13][C:14](=[O:29])[C:15]1[CH:24]=[C:23]([S:25]([CH3:7])(=[O:27])=[O:26])[CH:22]=[C:17]([C:18]([O:20][CH3:21])=[O:19])[CH:16]=1, predict the reactants needed to synthesize it.